Task: Regression. Given a peptide amino acid sequence and an MHC pseudo amino acid sequence, predict their binding affinity value. This is MHC class II binding data.. Dataset: Peptide-MHC class II binding affinity with 134,281 pairs from IEDB The peptide sequence is INEPTAAAIAFGLDR. The MHC is HLA-DQA10501-DQB10301 with pseudo-sequence HLA-DQA10501-DQB10301. The binding affinity (normalized) is 0.788.